Predict the reactants needed to synthesize the given product. From a dataset of Full USPTO retrosynthesis dataset with 1.9M reactions from patents (1976-2016). (1) Given the product [F:1][C:2]1[CH:7]=[CH:6][C:5](/[CH:8]=[CH:9]/[C:10]2[CH:11]=[CH:12][C:13]([S:16]([C:19]3[C:20]([CH:21]([OH:22])[CH3:27])=[CH:23][CH:24]=[CH:25][N:26]=3)(=[O:17])=[O:18])=[CH:14][CH:15]=2)=[CH:4][CH:3]=1, predict the reactants needed to synthesize it. The reactants are: [F:1][C:2]1[CH:7]=[CH:6][C:5](/[CH:8]=[CH:9]/[C:10]2[CH:15]=[CH:14][C:13]([S:16]([C:19]3[N:26]=[CH:25][CH:24]=[CH:23][C:20]=3[CH:21]=[O:22])(=[O:18])=[O:17])=[CH:12][CH:11]=2)=[CH:4][CH:3]=1.[CH3:27][Mg]Br. (2) Given the product [CH2:14]([S:18][C@@H:3]1[CH:4]2[CH2:7][CH2:8][N:1]([CH2:6][CH2:5]2)[CH2:2]1)[CH:15]([CH3:17])[CH3:16], predict the reactants needed to synthesize it. The reactants are: [N:1]12[CH2:8][CH2:7][CH:4]([CH2:5][CH2:6]1)[C@H:3](OS(C)(=O)=O)[CH2:2]2.[CH2:14]([SH:18])[CH:15]([CH3:17])[CH3:16]. (3) Given the product [OH:19][CH:16]1[CH2:17][CH2:18][N:14]([C:5]2[CH:6]=[C:7]3[N:12]([CH3:13])[CH:11]=[CH:10][C:8]3=[N:9][C:4]=2[C@@H:2]([NH:1][C:25](=[O:26])[O:24][C:21]([CH3:23])([CH3:22])[CH3:20])[CH3:3])[CH2:15]1, predict the reactants needed to synthesize it. The reactants are: [NH2:1][C@H:2]([C:4]1[N:9]=[C:8]2[CH:10]=[CH:11][N:12]([CH3:13])[C:7]2=[CH:6][C:5]=1[N:14]1[CH2:18][CH2:17][CH:16]([OH:19])[CH2:15]1)[CH3:3].[CH3:20][C:21]([O:24][C:25](O[C:25]([O:24][C:21]([CH3:23])([CH3:22])[CH3:20])=[O:26])=[O:26])([CH3:23])[CH3:22]. (4) Given the product [CH3:17][O:16][N:14]([CH3:15])[C:12](=[O:13])[C:11]1[CH:18]=[CH:19][N:20]=[C:9]([C:6]2[CH:7]=[CH:8][C:3]([CH2:2][O:1][Si:30]([CH2:27][CH2:29][CH2:24][CH3:25])([CH2:32][CH2:5][CH2:6][CH3:7])[CH2:31][CH2:2][CH2:3][CH3:4])=[CH:4][CH:5]=2)[CH:10]=1, predict the reactants needed to synthesize it. The reactants are: [OH:1][CH2:2][C:3]1[CH:8]=[CH:7][C:6]([C:9]2[CH:10]=[C:11]([CH:18]=[CH:19][N:20]=2)[C:12]([N:14]([O:16][CH3:17])[CH3:15])=[O:13])=[CH:5][CH:4]=1.N1[CH:25]=[CH:24]N=C1.C[C:27]([Si:30](Cl)([CH3:32])[CH3:31])([CH3:29])C. (5) Given the product [NH2:5][C:6]1[N:11]([CH2:12][CH:13]([CH3:15])[CH3:14])[C:10](=[S:16])[N:9]([CH3:17])[C:8](=[O:18])[C:7]=1[N:1]=[O:3], predict the reactants needed to synthesize it. The reactants are: [N:1]([O-:3])=O.[Na+].[NH2:5][C:6]1[N:11]([CH2:12][CH:13]([CH3:15])[CH3:14])[C:10](=[S:16])[N:9]([CH3:17])[C:8](=[O:18])[CH:7]=1.Cl.